This data is from Forward reaction prediction with 1.9M reactions from USPTO patents (1976-2016). The task is: Predict the product of the given reaction. (1) Given the reactants [CH2:1]([C:4]1[N:8]([CH2:9][C:10]([O:12]C)=O)[N:7]=[C:6]([C:14]([F:17])([F:16])[F:15])[CH:5]=1)[CH:2]=[CH2:3].[NH2:18][C@@H:19]([CH2:31][C:32]1[CH:37]=[CH:36][CH:35]=[C:34]([Br:38])[CH:33]=1)[C:20]([N:22]([C:24]1[CH:29]=[CH:28][C:27]([Cl:30])=[CH:26][CH:25]=1)[CH3:23])=[O:21].CN(C(ON1N=NC2C=CC=NC1=2)=[N+](C)C)C.F[P-](F)(F)(F)(F)F.CCN(C(C)C)C(C)C, predict the reaction product. The product is: [CH2:1]([C:4]1[N:8]([CH2:9][C:10]([NH:18][C@@H:19]([CH2:31][C:32]2[CH:37]=[CH:36][CH:35]=[C:34]([Br:38])[CH:33]=2)[C:20]([N:22]([C:24]2[CH:25]=[CH:26][C:27]([Cl:30])=[CH:28][CH:29]=2)[CH3:23])=[O:21])=[O:12])[N:7]=[C:6]([C:14]([F:17])([F:16])[F:15])[CH:5]=1)[CH:2]=[CH2:3]. (2) Given the reactants [Br:1][C:2]1[C:3]([Cl:12])=[CH:4][C:5]([O:10][CH3:11])=[C:6]([CH:9]=1)[CH:7]=O.[CH3:13][O:14][C:15]1[CH:22]=[C:21]([O:23][CH3:24])[CH:20]=[CH:19][C:16]=1[CH2:17][NH2:18].[BH4-].[Na+], predict the reaction product. The product is: [Br:1][C:2]1[C:3]([Cl:12])=[CH:4][C:5]([O:10][CH3:11])=[C:6]([CH:9]=1)[CH2:7][NH:18][CH2:17][C:16]1[CH:19]=[CH:20][C:21]([O:23][CH3:24])=[CH:22][C:15]=1[O:14][CH3:13]. (3) Given the reactants [CH2:1]([O:8][C:9]1[N:14]=[C:13]([NH:15][CH2:16][C:17]2[CH:22]=[CH:21][C:20]([Cl:23])=[CH:19][CH:18]=2)[N:12]=[C:11]([NH:24][C:25]2[CH:34]=[CH:33][C:28]([C:29]([O:31]C)=[O:30])=[CH:27][CH:26]=2)[N:10]=1)[C:2]1[CH:7]=[CH:6][CH:5]=[CH:4][CH:3]=1.C(=O)([O-])[O-].[K+].[K+].Cl, predict the reaction product. The product is: [CH2:1]([O:8][C:9]1[N:14]=[C:13]([NH:15][CH2:16][C:17]2[CH:22]=[CH:21][C:20]([Cl:23])=[CH:19][CH:18]=2)[N:12]=[C:11]([NH:24][C:25]2[CH:26]=[CH:27][C:28]([C:29]([OH:31])=[O:30])=[CH:33][CH:34]=2)[N:10]=1)[C:2]1[CH:3]=[CH:4][CH:5]=[CH:6][CH:7]=1.